From a dataset of Catalyst prediction with 721,799 reactions and 888 catalyst types from USPTO. Predict which catalyst facilitates the given reaction. Reactant: [Cl:1][C:2]1[N:3]=[C:4](Cl)[C:5]2[N:10]([CH2:11][C@H:12]3[CH2:17][CH2:16][C@H:15]([CH3:18])[CH2:14][CH2:13]3)[CH:9]=[CH:8][C:6]=2[N:7]=1.[Cl:20][C:21]1[CH:22]=[C:23](B(O)O)[CH:24]=[N:25][CH:26]=1.C([O-])([O-])=O.[Na+].[Na+].O1CCOCC1. Product: [Cl:1][C:2]1[N:3]=[C:4]([C:23]2[CH:24]=[N:25][CH:26]=[C:21]([Cl:20])[CH:22]=2)[C:5]2[N:10]([CH2:11][C@H:12]3[CH2:17][CH2:16][C@H:15]([CH3:18])[CH2:14][CH2:13]3)[CH:9]=[CH:8][C:6]=2[N:7]=1. The catalyst class is: 587.